Dataset: Reaction yield outcomes from USPTO patents with 853,638 reactions. Task: Predict the reaction yield, written as a fraction of the theoretical maximum amount of product (1.0 means a 100% yield; for example, 0.34 means a 34% yield). (1) The reactants are [NH2:1][C:2]1[CH:3]=[C:4]2[C:9](=[CH:10][CH:11]=1)[C:8](=[O:12])[CH2:7][CH2:6][CH2:5]2.C([O-])(O)=O.[Na+].Cl[C:19]([O:21][CH2:22][C:23]1[CH:28]=[CH:27][CH:26]=[CH:25][CH:24]=1)=[O:20]. The catalyst is C1COCC1. The product is [CH2:22]([O:21][C:19](=[O:20])[NH:1][C:2]1[CH:11]=[CH:10][C:9]2[C:8](=[O:12])[CH2:7][CH2:6][CH2:5][C:4]=2[CH:3]=1)[C:23]1[CH:28]=[CH:27][CH:26]=[CH:25][CH:24]=1. The yield is 0.930. (2) The reactants are C[O:2][C:3]1[CH:8]=[CH:7][C:6]([P:9](=[O:25])([C:17]2[CH:22]=[CH:21][C:20]([O:23]C)=[CH:19][CH:18]=2)[C:10]2[CH:15]=[CH:14][C:13]([CH3:16])=[CH:12][CH:11]=2)=[CH:5][CH:4]=1.Br.[Br-].[K+].S([O-])([O-])=O.[Na+].[Na+].CBr. No catalyst specified. The product is [OH:2][C:3]1[CH:4]=[CH:5][C:6]([P:9](=[O:25])([C:17]2[CH:22]=[CH:21][C:20]([OH:23])=[CH:19][CH:18]=2)[C:10]2[CH:15]=[CH:14][C:13]([CH3:16])=[CH:12][CH:11]=2)=[CH:7][CH:8]=1. The yield is 0.770. (3) The reactants are [CH3:1][O:2][C:3]1[CH:4]=[C:5]([NH:13][C:14](=[O:19])[C:15]([CH3:18])([CH3:17])[CH3:16])[CH:6]=[CH:7][C:8]=1[O:9][CH2:10][O:11][CH3:12].[CH2:20]([Li])CCC.CI.O. The catalyst is O1CCCC1. The product is [CH3:1][O:2][C:3]1[C:4]([CH3:20])=[C:5]([NH:13][C:14](=[O:19])[C:15]([CH3:16])([CH3:18])[CH3:17])[CH:6]=[CH:7][C:8]=1[O:9][CH2:10][O:11][CH3:12]. The yield is 0.810. (4) The reactants are [F:1][CH:2]([F:5])[CH2:3][OH:4].[H-].[Na+].Cl[C:9]1[N:14]=[C:13]([NH2:15])[C:12]([N+:16]([O-:18])=[O:17])=[CH:11][C:10]=1[CH3:19].O. The catalyst is O1CCCC1. The yield is 0.960. The product is [F:1][CH:2]([F:5])[CH2:3][O:4][C:9]1[N:14]=[C:13]([NH2:15])[C:12]([N+:16]([O-:18])=[O:17])=[CH:11][C:10]=1[CH3:19].